The task is: Regression/Classification. Given a drug SMILES string, predict its toxicity properties. Task type varies by dataset: regression for continuous values (e.g., LD50, hERG inhibition percentage) or binary classification for toxic/non-toxic outcomes (e.g., AMES mutagenicity, cardiotoxicity, hepatotoxicity). Dataset: ld50_zhu.. This data is from Acute oral toxicity (LD50) regression data from Zhu et al.. (1) The compound is CC(C(=O)O)c1ccc(N2CC3=C(CC=CC3)C2=O)cc1. The rat oral LD50 is 2.94, given as -log10 of the dose in mol/kg body weight (higher means more acutely toxic). (2) The drug is COc1ccc(N)c(S(=O)(=O)O)c1. The rat oral LD50 is 1.31, given as -log10 of the dose in mol/kg body weight (higher means more acutely toxic). (3) The molecule is O=C1OCC(CCl)O1. The rat oral LD50 is 3.23, given as -log10 of the dose in mol/kg body weight (higher means more acutely toxic). (4) The compound is CCCCCCOC(=O)CCCCCCCC(=O)OCCCCCC. The rat oral LD50 is 1.35, given as -log10 of the dose in mol/kg body weight (higher means more acutely toxic). (5) The compound is Nc1cc(-c2ccncc2)c[nH]c1=O. The rat oral LD50 is 3.26, given as -log10 of the dose in mol/kg body weight (higher means more acutely toxic).